Task: Regression. Given two drug SMILES strings and cell line genomic features, predict the synergy score measuring deviation from expected non-interaction effect.. Dataset: NCI-60 drug combinations with 297,098 pairs across 59 cell lines (1) Drug 1: CC1C(C(CC(O1)OC2CC(OC(C2O)C)OC3=CC4=CC5=C(C(=O)C(C(C5)C(C(=O)C(C(C)O)O)OC)OC6CC(C(C(O6)C)O)OC7CC(C(C(O7)C)O)OC8CC(C(C(O8)C)O)(C)O)C(=C4C(=C3C)O)O)O)O. Drug 2: CC1CCCC2(C(O2)CC(NC(=O)CC(C(C(=O)C(C1O)C)(C)C)O)C(=CC3=CSC(=N3)C)C)C. Cell line: HS 578T. Synergy scores: CSS=78.0, Synergy_ZIP=1.54, Synergy_Bliss=1.02, Synergy_Loewe=1.78, Synergy_HSA=2.60. (2) Drug 1: C1C(C(OC1N2C=C(C(=O)NC2=O)F)CO)O. Drug 2: CC1=C(C=C(C=C1)C(=O)NC2=CC(=CC(=C2)C(F)(F)F)N3C=C(N=C3)C)NC4=NC=CC(=N4)C5=CN=CC=C5. Cell line: NCIH23. Synergy scores: CSS=13.1, Synergy_ZIP=-2.98, Synergy_Bliss=2.02, Synergy_Loewe=-4.66, Synergy_HSA=-0.734. (3) Drug 1: C1CC(C1)(C(=O)O)C(=O)O.[NH2-].[NH2-].[Pt+2]. Drug 2: B(C(CC(C)C)NC(=O)C(CC1=CC=CC=C1)NC(=O)C2=NC=CN=C2)(O)O. Cell line: M14. Synergy scores: CSS=50.3, Synergy_ZIP=0.542, Synergy_Bliss=2.02, Synergy_Loewe=-31.1, Synergy_HSA=0.566.